This data is from Full USPTO retrosynthesis dataset with 1.9M reactions from patents (1976-2016). The task is: Predict the reactants needed to synthesize the given product. (1) Given the product [ClH:16].[NH2:8][C:9]1([C:12]([O:14][CH3:15])=[O:13])[CH2:11][CH2:10]1, predict the reactants needed to synthesize it. The reactants are: C(OC([NH:8][C:9]1([C:12]([O:14][CH3:15])=[O:13])[CH2:11][CH2:10]1)=O)(C)(C)C.[ClH:16]. (2) The reactants are: [CH2:1]([O:3][C:4]([C:6]1[CH:7]=[N:8][C:9]2[C:14]([C:15]=1Cl)=[CH:13][CH:12]=[CH:11][C:10]=2[N+:17]([O-])=O)=[O:5])[CH3:2].[CH3:20][C:21]1[CH:28]=[CH:27][C:24]([CH2:25][NH2:26])=[CH:23][CH:22]=1. Given the product [CH2:1]([O:3][C:4]([C:6]1[CH:7]=[N:8][C:9]2[C:14]([C:15]=1[NH:26][CH2:25][C:24]1[CH:27]=[CH:28][C:21]([CH3:20])=[CH:22][CH:23]=1)=[CH:13][CH:12]=[CH:11][C:10]=2[NH2:17])=[O:5])[CH3:2], predict the reactants needed to synthesize it. (3) Given the product [F:34][C:2]([F:1])([F:33])[C@:3]([C:9]1[S:13][C:12]([S:14][C:15]2[CH:24]=[C:23]3[C:18]([C:19]([C:26]4[CH:27]=[CH:28][C:29]([F:32])=[CH:30][CH:31]=4)=[CH:20][C:21](=[O:25])[O:22]3)=[CH:17][CH:16]=2)=[N:11][CH:10]=1)([OH:8])[CH2:4][C:5]([O:7][CH3:37])=[O:6], predict the reactants needed to synthesize it. The reactants are: [F:1][C:2]([F:34])([F:33])[C@:3]([C:9]1[S:13][C:12]([S:14][C:15]2[CH:24]=[C:23]3[C:18]([C:19]([C:26]4[CH:31]=[CH:30][C:29]([F:32])=[CH:28][CH:27]=4)=[CH:20][C:21](=[O:25])[O:22]3)=[CH:17][CH:16]=2)=[N:11][CH:10]=1)([OH:8])[CH2:4][C:5]([OH:7])=[O:6].[N+](=[CH2:37])=[N-]. (4) Given the product [Si:16]([O:1][C:2]1[CH:10]=[C:9]2[C:5]([CH2:6][CH2:7][C:8]2=[O:11])=[CH:4][CH:3]=1)([C:12]([CH3:15])([CH3:14])[CH3:13])([C:24]1[CH:25]=[CH:26][CH:27]=[CH:28][CH:29]=1)[C:18]1[CH:23]=[CH:22][CH:21]=[CH:20][CH:19]=1, predict the reactants needed to synthesize it. The reactants are: [OH:1][C:2]1[CH:10]=[C:9]2[C:5]([CH2:6][CH2:7][C:8]2=[O:11])=[CH:4][CH:3]=1.[C:12]([Si:16]([C:24]1[CH:29]=[CH:28][CH:27]=[CH:26][CH:25]=1)([C:18]1[CH:23]=[CH:22][CH:21]=[CH:20][CH:19]=1)Cl)([CH3:15])([CH3:14])[CH3:13].N1C=CN=C1. (5) Given the product [ClH:1].[Cl:1][C:2]1[CH:3]=[C:4]([C@H:9]2[C@H:14]([N:15]([CH3:30])[C:16](=[O:17])[C:18]3[CH:19]=[CH:20][C:21]([N:24]4[CH2:25][CH2:26][O:27][CH2:28][CH2:29]4)=[CH:22][CH:23]=3)[CH2:13][CH2:12][NH:11][CH2:10]2)[CH:5]=[CH:6][C:7]=1[Cl:8], predict the reactants needed to synthesize it. The reactants are: [Cl:1][C:2]1[CH:3]=[C:4]([C@H:9]2[C@H:14]([N:15]([CH3:30])[C:16]([C:18]3[CH:23]=[CH:22][C:21]([N:24]4[CH2:29][CH2:28][O:27][CH2:26][CH2:25]4)=[CH:20][CH:19]=3)=[O:17])[CH2:13][CH2:12][N:11](C(OC(C)(C)C)=O)[CH2:10]2)[CH:5]=[CH:6][C:7]=1[Cl:8]. (6) Given the product [I:1][C:2]1[CH:3]=[CH:4][C:5]2[N:6]([CH:8]=[C:9]([C:11]3[CH:12]=[CH:13][C:14]([C:17]4[S:19][CH:20]=[CH:21][N:18]=4)=[CH:15][CH:16]=3)[N:10]=2)[CH:7]=1, predict the reactants needed to synthesize it. The reactants are: [I:1][C:2]1[CH:3]=[CH:4][C:5]2[N:6]([CH:8]=[C:9]([C:11]3[CH:16]=[CH:15][C:14]([C:17](=[S:19])[NH2:18])=[CH:13][CH:12]=3)[N:10]=2)[CH:7]=1.[CH2:20](N(CC)CC)[CH3:21].ClCC=O.O. (7) Given the product [CH3:11][C:6]1[CH:5]=[C:4]([NH:1][C:2](=[O:3])[NH:33][C:30]2[CH:31]=[CH:32][C:27]([C:25]3[N:26]=[C:22]([C:20]([NH:19][CH:14]([CH:13]([CH3:36])[CH3:12])[C:15]([O:17][CH3:18])=[O:16])=[O:21])[S:23][CH:24]=3)=[CH:28][CH:29]=2)[CH:9]=[CH:8][C:7]=1[CH3:10], predict the reactants needed to synthesize it. The reactants are: [N:1]([C:4]1[CH:9]=[CH:8][C:7]([CH3:10])=[C:6]([CH3:11])[CH:5]=1)=[C:2]=[O:3].[CH3:12][CH:13]([CH3:36])[CH:14]([NH:19][C:20]([C:22]1[S:23][CH:24]=[C:25]([C:27]2[CH:32]=[CH:31][C:30]([N+:33]([O-])=O)=[CH:29][CH:28]=2)[N:26]=1)=[O:21])[C:15]([O:17][CH3:18])=[O:16]. (8) The reactants are: C(O[C:4]([CH:6]1[O:10][C:9](=[O:11])[N:8]([C:12]2[CH:17]=[CH:16][C:15]([N:18]3[CH:23]=[CH:22][C:21](=[O:24])[CH2:20][CH2:19]3)=[C:14]([F:25])[CH:13]=2)[CH2:7]1)=[O:5])C.[CH2:26]([NH2:28])[CH3:27]. Given the product [CH2:26]([NH:28][C:4]([C@@H:6]1[O:10][C:9](=[O:11])[N:8]([C:12]2[CH:17]=[CH:16][C:15]([N:18]3[CH:23]=[CH:22][C:21](=[O:24])[CH2:20][CH2:19]3)=[C:14]([F:25])[CH:13]=2)[CH2:7]1)=[O:5])[CH3:27], predict the reactants needed to synthesize it. (9) Given the product [C:22]([C:30]1[CH:31]=[C:32]([CH2:36][C:37]([NH:1][C:2]2[CH:7]=[N:6][CH:5]=[C:4]([C:8]([C:10]3[C:18]4[CH:17]=[N:16][CH:15]=[N:14][C:13]=4[N:12]([CH:19]([CH3:21])[CH3:20])[CH:11]=3)=[O:9])[CH:3]=2)=[O:38])[CH:33]=[CH:34][CH:35]=1)(=[O:29])[C:23]1[CH:24]=[CH:25][CH:26]=[CH:27][CH:28]=1, predict the reactants needed to synthesize it. The reactants are: [NH2:1][C:2]1[CH:3]=[C:4]([C:8]([C:10]2[C:18]3[CH:17]=[N:16][CH:15]=[N:14][C:13]=3[N:12]([CH:19]([CH3:21])[CH3:20])[CH:11]=2)=[O:9])[CH:5]=[N:6][CH:7]=1.[C:22]([C:30]1[CH:31]=[C:32]([CH2:36][C:37](O)=[O:38])[CH:33]=[CH:34][CH:35]=1)(=[O:29])[C:23]1[CH:28]=[CH:27][CH:26]=[CH:25][CH:24]=1. (10) The reactants are: [F:1][C:2]([F:12])([F:11])[C:3]1[NH:7][N:6]=[C:5]([C:8]([OH:10])=O)[CH:4]=1.[Cl:13][C:14]1[CH:20]=[C:19]([F:21])[CH:18]=[CH:17][C:15]=1[NH2:16].CCN(C(C)C)C(C)C.CN(C(ON1N=NC2C=CC=CC1=2)=[N+](C)C)C.[B-](F)(F)(F)F. Given the product [Cl:13][C:14]1[CH:20]=[C:19]([F:21])[CH:18]=[CH:17][C:15]=1[NH:16][C:8]([C:5]1[CH:4]=[C:3]([C:2]([F:1])([F:12])[F:11])[NH:7][N:6]=1)=[O:10], predict the reactants needed to synthesize it.